This data is from Catalyst prediction with 721,799 reactions and 888 catalyst types from USPTO. The task is: Predict which catalyst facilitates the given reaction. Reactant: [Br:1][C:2]1[C:7](F)=[CH:6][CH:5]=[CH:4][C:3]=1[F:9].[N:10]1([C:16]([O:18][C:19]([CH3:22])([CH3:21])[CH3:20])=[O:17])[CH2:15][CH2:14][NH:13][CH2:12][CH2:11]1. Product: [C:19]([O:18][C:16]([N:10]1[CH2:15][CH2:14][N:13]([C:7]2[CH:6]=[CH:5][CH:4]=[C:3]([F:9])[C:2]=2[Br:1])[CH2:12][CH2:11]1)=[O:17])([CH3:22])([CH3:20])[CH3:21]. The catalyst class is: 277.